From a dataset of Reaction yield outcomes from USPTO patents with 853,638 reactions. Predict the reaction yield, written as a fraction of the theoretical maximum amount of product (1.0 means a 100% yield; for example, 0.34 means a 34% yield). (1) The reactants are [Si]([O:8]/[N:9]=[C:10]1\[CH2:11][CH2:12][C:13]2[C:18]\1=[CH:17][CH:16]=[C:15]([NH:19][C:20]1[C:28]3[C:23](=[CH:24][N:25]=[CH:26][CH:27]=3)[O:22][C:21]=1[C:29]1[N:34]=[C:33]([N:35]3[CH2:40][CH2:39][O:38][CH2:37][CH2:36]3)[CH:32]=[CH:31][N:30]=1)[CH:14]=2)(C(C)(C)C)(C)C.CCCC[N+](CCCC)(CCCC)CCCC.[F-]. The catalyst is C(Cl)Cl. The product is [O:38]1[CH2:39][CH2:40][N:35]([C:33]2[CH:32]=[CH:31][N:30]=[C:29]([C:21]3[O:22][C:23]4=[CH:24][N:25]=[CH:26][CH:27]=[C:28]4[C:20]=3[NH:19][C:15]3[CH:14]=[C:13]4[C:18](=[CH:17][CH:16]=3)/[C:10](=[N:9]/[OH:8])/[CH2:11][CH2:12]4)[N:34]=2)[CH2:36][CH2:37]1. The yield is 0.620. (2) The reactants are [CH3:1][O:2][CH2:3][CH2:4][O:5][C@@H:6]1[C@H:10]([OH:11])[C@@H:9]([CH2:12][OH:13])[O:8][C@H:7]1[N:14]1[CH:21]=[C:20]([CH3:22])[C:18](=[O:19])[NH:17][C:15]1=[O:16].[CH3:23][O:24][C:25]1[CH:46]=[CH:45][C:28]([C:29](Cl)([C:38]2[CH:43]=[CH:42][CH:41]=[CH:40][CH:39]=2)[C:30]2[CH:35]=[CH:34][C:33]([O:36][CH3:37])=[CH:32][CH:31]=2)=[CH:27][CH:26]=1.C[OH:48].[C:49]1(=[O:55])[O:54][C:52](=[O:53])[CH2:51][CH2:50]1. The catalyst is N1C(C)=CC=CC=1C.C(#N)C.C(N(CC)CC)C. The product is [CH3:23][O:24][C:25]1[CH:46]=[CH:45][C:28]([C:29]([O:13][CH2:12][C@H:9]2[O:8][C@@H:7]([N:14]3[CH:21]=[C:20]([CH3:22])[C:18](=[O:19])[NH:17][C:15]3=[O:16])[C@H:6]([O:5][CH2:4][CH2:3][O:2][CH3:1])[C@@H:10]2[O:11][CH:51]([C:52]([O-:48])=[O:53])[CH2:50][C:49]([O-:54])=[O:55])([C:38]2[CH:43]=[CH:42][CH:41]=[CH:40][CH:39]=2)[C:30]2[CH:35]=[CH:34][C:33]([O:36][CH3:37])=[CH:32][CH:31]=2)=[CH:27][CH:26]=1.[CH2:21]([NH+:14]([CH2:7][CH3:6])[CH2:15][CH3:23])[CH3:20].[CH2:21]([NH+:14]([CH2:7][CH3:6])[CH2:15][CH3:23])[CH3:20]. The yield is 0.900. (3) The reactants are C(OC([N:11]1[CH2:17][CH2:16][C:15](=[O:18])[N:14]([C@@H:19]([C:30](=[O:34])[N:31]([CH3:33])[CH3:32])[CH2:20][CH2:21][O:22]CC2C=CC=CC=2)[CH2:13][CH2:12]1)=O)C1C=CC=CC=1.[ClH:35]. The catalyst is CO.[Pd]. The product is [ClH:35].[OH:22][CH2:21][CH2:20][C@@H:19]([N:14]1[C:15](=[O:18])[CH2:16][CH2:17][NH:11][CH2:12][CH2:13]1)[C:30]([N:31]([CH3:33])[CH3:32])=[O:34]. The yield is 0.990. (4) The reactants are [CH2:1]([C:3]1[N:4]([C:28]2[CH:33]=[CH:32][C:31]([OH:34])=[CH:30][CH:29]=2)[C:5](=[O:27])[C:6]([CH2:12][C:13]2[CH:18]=[CH:17][C:16]([C:19]3[C:20]([C:25]#[N:26])=[CH:21][CH:22]=[CH:23][CH:24]=3)=[CH:15][CH:14]=2)=[C:7]([CH2:9][CH2:10][CH3:11])[N:8]=1)[CH3:2].[CH3:35][N:36]1[CH2:41][CH2:40][CH:39](O)[CH2:38][CH2:37]1.C1(P(C2C=CC=CC=2)C2C=CC=CC=2)C=CC=CC=1.[N:63]([C:64]([O:66]C(C)C)=[O:65])=[N:63][C:64]([O:66]C(C)C)=[O:65]. The product is [CH2:1]([C:3]1[N:4]([C:28]2[CH:33]=[CH:32][C:31]([O:34][CH:39]3[CH2:40][CH2:41][N:36]([CH3:35])[CH2:37][CH2:38]3)=[CH:30][CH:29]=2)[C:5](=[O:27])[C:6]([CH2:12][C:13]2[CH:18]=[CH:17][C:16]([C:19]3[CH:24]=[CH:23][CH:22]=[CH:21][C:20]=3[C:25]3[NH:63][C:64](=[O:65])[O:66][N:26]=3)=[CH:15][CH:14]=2)=[C:7]([CH2:9][CH2:10][CH3:11])[N:8]=1)[CH3:2]. The yield is 0.250. The catalyst is O1CCCC1.O. (5) The reactants are C([NH:5][S:6]([C:9]1[S:10][C:11]([C:14]2[N:19]=[C:18]([NH:20][C:21]3[CH:25]=[C:24]([C:26]([CH3:29])([CH3:28])[CH3:27])[NH:23][N:22]=3)[C:17]([Cl:30])=[CH:16][N:15]=2)=[CH:12][CH:13]=1)(=[O:8])=[O:7])(C)(C)C.B(Cl)(Cl)Cl.O.CC(=O)OCC. The catalyst is C(Cl)Cl. The product is [C:26]([C:24]1[NH:23][N:22]=[C:21]([NH:20][C:18]2[C:17]([Cl:30])=[CH:16][N:15]=[C:14]([C:11]3[S:10][C:9]([S:6]([NH2:5])(=[O:8])=[O:7])=[CH:13][CH:12]=3)[N:19]=2)[CH:25]=1)([CH3:29])([CH3:27])[CH3:28]. The yield is 0.620. (6) The reactants are CO[C:3](=[O:24])[C:4]1[CH:9]=[CH:8][C:7]([O:10][CH2:11][C:12]2[C:13]([C:17]3[CH:22]=[CH:21][C:20]([F:23])=[CH:19][CH:18]=3)=[N:14][O:15][CH:16]=2)=[N:6][CH:5]=1.COC(=O)C1C=CC(OC[C:36]2[C:37]([C:42]3C=CC=CC=3F)=[N:38]OC=2C)=NC=1.C(N)(C)C. No catalyst specified. The product is [F:23][C:20]1[CH:19]=[CH:18][C:17]([C:13]2[C:12]([CH2:11][O:10][C:7]3[CH:8]=[CH:9][C:4]([C:3]([NH:38][CH:37]([CH3:42])[CH3:36])=[O:24])=[CH:5][N:6]=3)=[CH:16][O:15][N:14]=2)=[CH:22][CH:21]=1. The yield is 0.980. (7) The product is [CH3:1][O:2][C:3](=[O:23])[CH2:4][C:5]1[N:6]=[C:7]([C:9]2[NH:10][C:11]3[C:16]([CH:17]=2)=[CH:15][CH:14]=[CH:13][C:12]=3[N+:18]([O-:20])=[O:19])[O:22][N:21]=1. The reactants are [CH3:1][O:2][C:3](=[O:23])[CH2:4][C:5](=[N:21][OH:22])[NH:6][C:7]([C:9]1[NH:10][C:11]2[C:16]([CH:17]=1)=[CH:15][CH:14]=[CH:13][C:12]=2[N+:18]([O-:20])=[O:19])=O.N1C=CC=CC=1. The catalyst is CN(C=O)C. The yield is 0.900.